Task: Predict the reactants needed to synthesize the given product.. Dataset: Full USPTO retrosynthesis dataset with 1.9M reactions from patents (1976-2016) Given the product [CH:60]([C:59]1[CH:62]=[CH:63][CH:64]=[CH:65][C:58]=1[O:57][CH:54]1[CH2:55][CH2:56][N:51]([C:25](=[O:27])[CH2:24][NH:23][C:21]([C:18]2[CH:17]=[C:16]([C:10]3[CH:11]=[CH:12][CH:13]=[CH:14][CH:15]=3)[NH:20][N:19]=2)=[O:22])[CH2:52][CH2:53]1)=[O:61], predict the reactants needed to synthesize it. The reactants are: CCN(C(C)C)C(C)C.[C:10]1([C:16]2[NH:20][N:19]=[C:18]([C:21]([NH:23][CH2:24][C:25]([OH:27])=O)=[O:22])[CH:17]=2)[CH:15]=[CH:14][CH:13]=[CH:12][CH:11]=1.C1C=CC2N(O)N=NC=2C=1.CCN=C=NCCCN(C)C.Cl.Cl.[NH:51]1[CH2:56][CH2:55][CH:54]([O:57][C:58]2[CH:65]=[CH:64][CH:63]=[CH:62][C:59]=2[CH:60]=[O:61])[CH2:53][CH2:52]1.